From a dataset of Forward reaction prediction with 1.9M reactions from USPTO patents (1976-2016). Predict the product of the given reaction. (1) Given the reactants [CH3:1][C:2]1[C:3]([CH2:14][S:15][C:16]2[N:20]([CH:21]3[CH2:25][O:24][C:23](=[O:26])[O:22]3)[C:19]3[CH:27]=[CH:28][CH:29]=[CH:30][C:18]=3[N:17]=2)=[N:4][CH:5]=[CH:6][C:7]=1[O:8][CH2:9][C:10]([F:13])([F:12])[F:11].ClC1C=C(C=CC=1)C(OO)=[O:36], predict the reaction product. The product is: [CH3:1][C:2]1[C:3]([CH2:14][S:15]([C:16]2[N:20]([CH:21]3[CH2:25][O:24][C:23](=[O:26])[O:22]3)[C:19]3[CH:27]=[CH:28][CH:29]=[CH:30][C:18]=3[N:17]=2)=[O:36])=[N:4][CH:5]=[CH:6][C:7]=1[O:8][CH2:9][C:10]([F:13])([F:11])[F:12]. (2) Given the reactants Cl.[NH:2]1[CH2:7][CH2:6][CH2:5][C@H:4]([OH:8])[CH2:3]1.[F:9][C:10]1[CH:11]=[C:12]([CH:15]=[CH:16][C:17]=1F)[C:13]#[N:14].C(=O)([O-])[O-].[K+].[K+].CN(C)C=O, predict the reaction product. The product is: [F:9][C:10]1[CH:11]=[C:12]([CH:15]=[CH:16][C:17]=1[N:2]1[CH2:7][CH2:6][CH2:5][CH:4]([OH:8])[CH2:3]1)[C:13]#[N:14]. (3) Given the reactants [Cl:1][C:2]1[C:3]2[CH:10]=[CH:9][N:8]([C@H:11]3[C@@H:15]4[O:16][C:17]([CH3:20])([CH3:19])[O:18][C@@H:14]4[C@@H:13]([C:21]([C:23]4[CH:28]=[CH:27][C:26]([F:29])=[C:25]([F:30])[CH:24]=4)=[O:22])[O:12]3)[C:4]=2[N:5]=[CH:6][N:7]=1.[CH3:31][Mg]Br.[NH4+].[Cl-], predict the reaction product. The product is: [Cl:1][C:2]1[C:3]2[CH:10]=[CH:9][N:8]([C@H:11]3[C@@H:15]4[O:16][C:17]([CH3:20])([CH3:19])[O:18][C@@H:14]4[C@@H:13]([C@@:21]([C:23]4[CH:28]=[CH:27][C:26]([F:29])=[C:25]([F:30])[CH:24]=4)([OH:22])[CH3:31])[O:12]3)[C:4]=2[N:5]=[CH:6][N:7]=1. (4) Given the reactants Cl.Cl.[O:3]1[C:8]2=[CH:9][CH:10]=[CH:11][C:7]2=[CH:6][C:5]([CH:12]2[CH2:17][CH2:16][CH2:15][CH2:14][N:13]2[CH2:18][CH2:19][C@H:20]2[CH2:25][CH2:24][C@H:23]([NH2:26])[CH2:22][CH2:21]2)=[CH:4]1.[N:27]1([C:32]2[CH:40]=[CH:39][C:35]([C:36](O)=[O:37])=[CH:34][CH:33]=2)[CH:31]=[CH:30][CH:29]=[N:28]1, predict the reaction product. The product is: [O:3]1[C:8]2=[CH:9][CH:10]=[CH:11][C:7]2=[CH:6][C:5]([CH:12]2[CH2:17][CH2:16][CH2:15][CH2:14][N:13]2[CH2:18][CH2:19][C@H:20]2[CH2:21][CH2:22][C@H:23]([NH:26][C:36](=[O:37])[C:35]3[CH:34]=[CH:33][C:32]([N:27]4[CH:31]=[CH:30][CH:29]=[N:28]4)=[CH:40][CH:39]=3)[CH2:24][CH2:25]2)=[CH:4]1. (5) Given the reactants [Cl:1][CH2:2][CH2:3][N:4]([CH2:19][CH2:20][Cl:21])[CH2:5][CH2:6][CH2:7][CH2:8][O:9][C:10]1[CH:15]=[CH:14][CH:13]=[C:12]([N+:16]([O-])=O)[CH:11]=1.Cl[C:23]1[C:24]2[C:29]([N:30]=[C:31]3[C:36]=1[CH:35]=[CH:34][CH:33]=[CH:32]3)=[CH:28][CH:27]=[CH:26][CH:25]=2, predict the reaction product. The product is: [CH:25]1[C:24]2[C:29](=[N:30][C:31]3[C:36]([C:23]=2[NH:16][C:12]2[CH:13]=[CH:14][CH:15]=[C:10]([O:9][CH2:8][CH2:7][CH2:6][CH2:5][N:4]([CH2:19][CH2:20][Cl:21])[CH2:3][CH2:2][Cl:1])[CH:11]=2)=[CH:35][CH:34]=[CH:33][CH:32]=3)[CH:28]=[CH:27][CH:26]=1. (6) Given the reactants [Cl:1][C:2]1[N:3]=[C:4]2[CH:9]=[CH:8][C:7]([C:10]#[C:11][Si](C)(C)C)=[N:6][N:5]2[C:16]=1[S:17]([N:20]=[CH:21][N:22]([CH2:27][CH:28]([CH3:30])[CH3:29])[CH2:23][CH:24]([CH3:26])[CH3:25])(=[O:19])=[O:18].O.[F-].C([N+](CCCC)(CCCC)CCCC)CCC, predict the reaction product. The product is: [Cl:1][C:2]1[N:3]=[C:4]2[CH:9]=[CH:8][C:7]([C:10]#[CH:11])=[N:6][N:5]2[C:16]=1[S:17]([N:20]=[CH:21][N:22]([CH2:27][CH:28]([CH3:30])[CH3:29])[CH2:23][CH:24]([CH3:25])[CH3:26])(=[O:18])=[O:19].